From a dataset of Forward reaction prediction with 1.9M reactions from USPTO patents (1976-2016). Predict the product of the given reaction. (1) The product is: [CH2:11]([O:18][N:19]([CH2:20][C:21]1([C:26]([OH:28])=[O:27])[CH2:25][CH2:24][CH2:23][CH2:22]1)[CH:1]=[O:2])[C:12]1[CH:17]=[CH:16][CH:15]=[CH:14][CH:13]=1. Given the reactants [CH:1](O)=[O:2].C(OC(=O)C)(=O)C.[CH2:11]([O:18][NH:19][CH2:20][C:21]1([C:26]([OH:28])=[O:27])[CH2:25][CH2:24][CH2:23][CH2:22]1)[C:12]1[CH:17]=[CH:16][CH:15]=[CH:14][CH:13]=1, predict the reaction product. (2) Given the reactants [C:1]([CH2:4][CH2:5][C:6]1[C:7]([CH3:13])=[C:8]([CH:11]=O)[NH:9][CH:10]=1)([OH:3])=[O:2].[CH3:14][C:15]1[CH:23]=[CH:22][CH:21]=[C:20]2[C:16]=1[CH2:17][C:18](=[O:24])[NH:19]2.N1CCCCC1, predict the reaction product. The product is: [CH3:13][C:7]1[C:6]([CH2:5][CH2:4][C:1]([OH:3])=[O:2])=[CH:10][NH:9][C:8]=1[CH:11]=[C:17]1[C:16]2[C:20](=[CH:21][CH:22]=[CH:23][C:15]=2[CH3:14])[NH:19][C:18]1=[O:24]. (3) Given the reactants CC1CCCN(C)C1(C)C.[Li]CCCC.[F:16][C:17]1[CH:18]=[C:19]2[C:24](=[CH:25][CH:26]=1)[N:23]=[C:22]([O:27][CH3:28])[C:21]([O:29][CH3:30])=[N:20]2.ClC1C(Cl)=NC2C(=CC=C(F)C=2)N=1.[NH4+].[Cl-].C1C[O:49][CH2:48]C1, predict the reaction product. The product is: [F:16][C:17]1[CH:26]=[CH:25][C:24]2[N:23]=[C:22]([O:27][CH3:28])[C:21]([O:29][CH3:30])=[N:20][C:19]=2[C:18]=1[CH:48]=[O:49]. (4) Given the reactants [NH2:1][C:2]1[CH:7]=[CH:6][CH:5]=[CH:4][N:3]=1.C1N=CN([C:13](N2C=NC=C2)=[O:14])C=1.CCN(CC)CC.ClC1C=C(C=CC=1OC)C[N:32]1[CH2:37][CH2:36][CH:35]([NH:38][C:39]([N:41]2[CH2:46][CH2:45][C:44](=[CH:47][C:48]3[CH:53]=[C:52]([F:54])[CH:51]=[CH:50][C:49]=3[F:55])[CH2:43][CH2:42]2)=[O:40])[CH2:34][CH2:33]1, predict the reaction product. The product is: [F:55][C:49]1[CH:50]=[CH:51][C:52]([F:54])=[CH:53][C:48]=1[CH:47]=[C:44]1[CH2:43][CH2:42][N:41]([C:39]([NH:38][CH:35]2[CH2:36][CH2:37][N:32]([C:13](=[O:14])[NH:1][C:2]3[CH:7]=[CH:6][CH:5]=[CH:4][N:3]=3)[CH2:33][CH2:34]2)=[O:40])[CH2:46][CH2:45]1. (5) The product is: [Cl:1][C:2]1[C:3]([C:12]2[CH:16]=[C:15]([C:17]3[CH:18]=[CH:8][C:6]4[C:5](=[CH:31][CH:32]=[C:33]([CH2:29][CH2:23][N:22]5[CH2:27][CH2:26][CH2:25][C@H:21]5[CH3:20])[CH:7]=4)[N:34]=3)[O:14][N:13]=2)=[N:4][CH:5]=[C:6]([C:8]([F:11])([F:10])[F:9])[CH:7]=1. Given the reactants [Cl:1][C:2]1[C:3]([C:12]2[CH:16]=[C:15]([C:17](=O)[CH3:18])[O:14][N:13]=2)=[N:4][CH:5]=[C:6]([C:8]([F:11])([F:10])[F:9])[CH:7]=1.[CH3:20][C:21]1[N:22]=[C:23]([C:29]2S[CH:31]=[CH:32][CH:33]=2)S[C:25]=1[C:26](=O)[CH3:27].[NH3:34], predict the reaction product. (6) Given the reactants N12CCCN=C1CCCCC2.[F:12][C:13]([F:30])([C:18]1[CH:23]=[CH:22][N:21]=[C:20]([C:24]2[NH:25][O:26][C:27](=[O:29])[N:28]=2)[CH:19]=1)[C:14]([F:17])([F:16])[F:15].[N:31]1([C:36](Cl)=[O:37])[CH2:35][CH2:34][CH2:33][CH2:32]1, predict the reaction product. The product is: [N:31]1([C:36]([N:28]2[C:27](=[O:29])[O:26][N:25]=[C:24]2[C:20]2[CH:19]=[C:18]([C:13]([F:12])([F:30])[C:14]([F:15])([F:17])[F:16])[CH:23]=[CH:22][N:21]=2)=[O:37])[CH2:35][CH2:34][CH2:33][CH2:32]1.